Dataset: Forward reaction prediction with 1.9M reactions from USPTO patents (1976-2016). Task: Predict the product of the given reaction. (1) The product is: [CH3:11][S:8]([O:14][CH2:15][CH2:16][CH2:17][O:18][C:19]1[CH:20]=[CH:21][C:22]2[C:27](=[C:26]([CH2:29][CH2:30][NH:31][C:32](=[O:34])[CH3:33])[CH:25]=[CH:24][CH:23]=2)[CH:28]=1)(=[O:10])=[O:9]. Given the reactants C(N(CC)CC)C.[S:8](Cl)([CH3:11])(=[O:10])=[O:9].O.[OH:14][CH2:15][CH2:16][CH2:17][O:18][C:19]1[CH:28]=[C:27]2[C:22]([CH:23]=[CH:24][CH:25]=[C:26]2[CH2:29][CH2:30][NH:31][C:32](=[O:34])[CH3:33])=[CH:21][CH:20]=1, predict the reaction product. (2) Given the reactants N[C:2]1[C:3]2[C:10]([I:11])=[CH:9][N:8]([C@@H:12]3[O:27][C@H:26]([CH2:28][O:29]CC4C=CC(Cl)=CC=4Cl)[C@@H:15]([O:16]CC4C=CC(Cl)=CC=4Cl)[C@@:13]3([CH3:39])[OH:14])[C:4]=2[N:5]=[CH:6][N:7]=1.B(Cl)(Cl)[Cl:41], predict the reaction product. The product is: [Cl:41][C:2]1[C:3]2[C:10]([I:11])=[CH:9][N:8]([C@@H:12]3[O:27][C@H:26]([CH2:28][OH:29])[C@@H:15]([OH:16])[C@@:13]3([CH3:39])[OH:14])[C:4]=2[N:5]=[CH:6][N:7]=1. (3) Given the reactants C([O:3][C:4](=[O:51])[CH2:5][CH:6]1[CH2:11][CH2:10][N:9]([C:12]2[N:13]=[C:14]3[CH:38]=[C:37]([C:39]([NH:41][C:42]4[S:43][CH:44]=[C:45]([C:47]([CH3:50])([CH3:49])[CH3:48])[N:46]=4)=[O:40])[CH:36]=[CH:35][N:15]3[C:16](=[O:34])[C:17]=2/[CH:18]=[CH:19]/[C:20]2[N:24]([CH2:25][C:26]3[CH:31]=[CH:30][C:29]([O:32][CH3:33])=[CH:28][CH:27]=3)[N:23]=[N:22][N:21]=2)[CH2:8][CH2:7]1)C.[OH-].[Na+].Cl, predict the reaction product. The product is: [C:47]([C:45]1[N:46]=[C:42]([NH:41][C:39]([C:37]2[CH:36]=[CH:35][N:15]3[C:16](=[O:34])[C:17](/[CH:18]=[CH:19]/[C:20]4[N:24]([CH2:25][C:26]5[CH:31]=[CH:30][C:29]([O:32][CH3:33])=[CH:28][CH:27]=5)[N:23]=[N:22][N:21]=4)=[C:12]([N:9]4[CH2:10][CH2:11][CH:6]([CH2:5][C:4]([OH:51])=[O:3])[CH2:7][CH2:8]4)[N:13]=[C:14]3[CH:38]=2)=[O:40])[S:43][CH:44]=1)([CH3:50])([CH3:48])[CH3:49]. (4) The product is: [C:1]([C:4]1[C:12]2[C:7](=[CH:8][CH:9]=[C:10]([NH:28][C:26]3[CH:27]=[N:22][CH:23]=[N:24][CH:25]=3)[CH:11]=2)[N:6]([CH2:14][C:15]([O:17][C:18]([CH3:21])([CH3:20])[CH3:19])=[O:16])[CH:5]=1)(=[O:3])[CH3:2]. Given the reactants [C:1]([C:4]1[C:12]2[C:7](=[CH:8][CH:9]=[C:10](Br)[CH:11]=2)[N:6]([CH2:14][C:15]([O:17][C:18]([CH3:21])([CH3:20])[CH3:19])=[O:16])[CH:5]=1)(=[O:3])[CH3:2].[N:22]1[CH:27]=[C:26]([NH2:28])[CH:25]=[N:24][CH:23]=1.C(=O)([O-])[O-].[Cs+].[Cs+].C1(P(C2C=CC=CC=2)C2C3OC4C(=CC=CC=4P(C4C=CC=CC=4)C4C=CC=CC=4)C(C)(C)C=3C=CC=2)C=CC=CC=1, predict the reaction product. (5) Given the reactants [Cl:1][C:2]1[CH:7]=[CH:6][C:5]([NH:8]C(=O)OC(C)(C)C)=[C:4]([CH:16]([OH:27])[C:17]2[C:18]([C:23]([F:26])([F:25])[F:24])=[N:19][CH:20]=[CH:21][CH:22]=2)[CH:3]=1.Cl, predict the reaction product. The product is: [NH2:8][C:5]1[CH:6]=[CH:7][C:2]([Cl:1])=[CH:3][C:4]=1[CH:16]([C:17]1[C:18]([C:23]([F:26])([F:25])[F:24])=[N:19][CH:20]=[CH:21][CH:22]=1)[OH:27]. (6) Given the reactants [CH3:1][C:2](C)(C1C=CC(C(C)(C)O)=CC=1)O.C(OC=C)(=O)C.[OH:21][C:22]([C:25]1[CH:30]=[CH:29][C:28]([C:31]([CH3:36])([O:33][CH:34]=[CH2:35])[CH3:32])=[CH:27][CH:26]=1)([CH3:24])[CH3:23], predict the reaction product. The product is: [CH3:32][C:31]([C:28]1[CH:29]=[CH:30][C:25]([C:22]([O:21][CH:1]=[CH2:2])([CH3:24])[CH3:23])=[CH:26][CH:27]=1)([O:33][CH:34]=[CH2:35])[CH3:36]. (7) Given the reactants [CH3:1][O:2][C:3]([NH:5][C@H:6]([C:10]1[CH:15]=[CH:14][CH:13]=[CH:12][CH:11]=1)[C:7]([OH:9])=O)=[O:4].CCOC(C(C#N)=NOC(N1CCOCC1)=[N+](C)C)=O.F[P-](F)(F)(F)(F)F.[CH3:43][O:44][CH2:45][C@@H:46]1[CH2:50][N:49](C(OC(C)(C)C)=O)[C@H:48]([C:58]2[NH:59][C:60]([C:63]3[CH:68]=[C:67]4[CH2:69][O:70][C:71]5[CH:88]=[C:87]6[C:74]([CH:75]=[CH:76][C:77]7[N:81]=[C:80]([C@@H:82]8[CH2:86][CH2:85][CH2:84][NH:83]8)[NH:79][C:78]=76)=[CH:73][C:72]=5[C:66]4=[CH:65][CH:64]=3)=[CH:61][N:62]=2)[CH2:47]1, predict the reaction product. The product is: [CH3:43][O:44][CH2:45][C@@H:46]1[CH2:50][NH:49][C@H:48]([C:58]2[NH:59][C:60]([C:63]3[CH:68]=[C:67]4[CH2:69][O:70][C:71]5[CH:88]=[C:87]6[C:74]([CH:75]=[CH:76][C:77]7[N:81]=[C:80]([C@@H:82]8[CH2:86][CH2:85][CH2:84][N:83]8[C:7](=[O:9])[C@H:6]([NH:5][C:3](=[O:4])[O:2][CH3:1])[C:10]8[CH:15]=[CH:14][CH:13]=[CH:12][CH:11]=8)[NH:79][C:78]=76)=[CH:73][C:72]=5[C:66]4=[CH:65][CH:64]=3)=[CH:61][N:62]=2)[CH2:47]1. (8) Given the reactants [C:1]([O:5][C:6]([N:8]1[CH2:12][CH2:11][C@H:10]([NH:13][C:14]2[CH:19]=[CH:18][C:17]([N+:20]([O-:22])=[O:21])=[CH:16][CH:15]=2)[CH2:9]1)=[O:7])(C)(C)[CH3:2].FC(F)(F)C(O)=O.ClC(OCC)=O.C(N(CC)CC)C, predict the reaction product. The product is: [CH2:1]([O:5][C:6]([N:8]1[CH2:12][CH2:11][C@H:10]([NH:13][C:14]2[CH:19]=[CH:18][C:17]([N+:20]([O-:22])=[O:21])=[CH:16][CH:15]=2)[CH2:9]1)=[O:7])[CH3:2]. (9) Given the reactants [Cl:1][C:2]1[CH:3]=[C:4]2[C:9](=[CH:10][C:11]=1[C:12]([OH:14])=O)[N:8]=[CH:7][N:6]=[C:5]2[NH:15][CH:16]([C:18]1[NH:22][C:21]2[CH:23]=[CH:24][C:25]([Cl:27])=[CH:26][C:20]=2[N:19]=1)[CH3:17].FC1C(OC(N(C)C)=[N+](C)C)=C(F)C(F)=C(F)C=1F.F[P-](F)(F)(F)(F)F.C(N(C(C)C)CC)(C)C.[NH:63]1[C:71]2[CH2:70][CH2:69][NH:68][CH2:67][C:66]=2[N:65]=[CH:64]1, predict the reaction product. The product is: [Cl:1][C:2]1[CH:3]=[C:4]2[C:9](=[CH:10][C:11]=1[C:12]([N:68]1[CH2:69][CH2:70][C:71]3[NH:63][CH:64]=[N:65][C:66]=3[CH2:67]1)=[O:14])[N:8]=[CH:7][N:6]=[C:5]2[NH:15][CH:16]([C:18]1[NH:22][C:21]2[CH:23]=[CH:24][C:25]([Cl:27])=[CH:26][C:20]=2[N:19]=1)[CH3:17].